This data is from Full USPTO retrosynthesis dataset with 1.9M reactions from patents (1976-2016). The task is: Predict the reactants needed to synthesize the given product. Given the product [C:1]([O:5][C:6](=[O:26])[NH:7][CH:8]1[CH2:17][C:16]2[C:11](=[CH:12][CH:13]=[C:14]([C:27]3[CH:32]=[CH:31][CH:30]=[CH:29][CH:28]=3)[CH:15]=2)[N:10]([CH2:19][C:20]2[CH:25]=[CH:24][CH:23]=[CH:22][CH:21]=2)[CH2:9]1)([CH3:4])([CH3:3])[CH3:2], predict the reactants needed to synthesize it. The reactants are: [C:1]([O:5][C:6](=[O:26])[NH:7][CH:8]1[CH2:17][C:16]2[C:11](=[CH:12][CH:13]=[C:14](Br)[CH:15]=2)[N:10]([CH2:19][C:20]2[CH:25]=[CH:24][CH:23]=[CH:22][CH:21]=2)[CH2:9]1)([CH3:4])([CH3:3])[CH3:2].[C:27]1(B(O)O)[CH:32]=[CH:31][CH:30]=[CH:29][CH:28]=1.C([O-])([O-])=O.[Na+].[Na+].N#N.